From a dataset of Reaction yield outcomes from USPTO patents with 853,638 reactions. Predict the reaction yield, written as a fraction of the theoretical maximum amount of product (1.0 means a 100% yield; for example, 0.34 means a 34% yield). (1) The reactants are [CH:1]1([CH2:5][C:6]#[C:7][C:8]2[CH:9]=[C:10]([C@@H:14]3[C@@H:18]([C:19]4[CH:24]=[CH:23][CH:22]=[C:21]([F:25])[CH:20]=4)[O:17][C:16](=[O:26])[NH:15]3)[CH:11]=[N:12][CH:13]=2)[CH2:4][CH2:3][CH2:2]1.C1(CC([OH:34])C#C)CC1.BrC1C=C([C@@H]2[C@@H](C3C=CC=C(F)C=3)OC(=O)N2)C=NC=1. No catalyst specified. The product is [CH:4]1([CH2:1][CH:5]([OH:34])[C:6]#[C:7][C:8]2[CH:9]=[C:10]([C@@H:14]3[C@@H:18]([C:19]4[CH:24]=[CH:23][CH:22]=[C:21]([F:25])[CH:20]=4)[O:17][C:16](=[O:26])[NH:15]3)[CH:11]=[N:12][CH:13]=2)[CH2:3][CH2:2]1. The yield is 0.180. (2) The reactants are [CH3:1][N:2]([CH3:17])[CH2:3][CH2:4][O:5][C:6]1[CH:11]=[CH:10][C:9]([CH2:12][CH2:13][CH2:14][CH2:15][NH2:16])=[CH:8][CH:7]=1.[C:18]([O:22][C:23]([NH:25][C:26](=[N:29][C:30]([C:32]1[C:37]([NH2:38])=[N:36][C:35]([NH2:39])=[C:34]([Cl:40])[N:33]=1)=[O:31])SC)=[O:24])([CH3:21])([CH3:20])[CH3:19]. The yield is 0.600. The catalyst is C1COCC1.C(N(CC)CC)C. The product is [C:18]([O:22][C:23]([NH:25][C:26]([NH:29][C:30]([C:32]1[C:37]([NH2:38])=[N:36][C:35]([NH2:39])=[C:34]([Cl:40])[N:33]=1)=[O:31])=[N:16][CH2:15][CH2:14][CH2:13][CH2:12][C:9]1[CH:10]=[CH:11][C:6]([O:5][CH2:4][CH2:3][N:2]([CH3:1])[CH3:17])=[CH:7][CH:8]=1)=[O:24])([CH3:21])([CH3:19])[CH3:20]. (3) The reactants are [CH3:1][C:2]1[CH:8]=[CH:7][C:6]([CH3:9])=[CH:5][C:3]=1[NH2:4].[C:10](OC(=O)C)(=[O:12])[CH3:11].CO. The catalyst is O1CCCC1. The product is [CH3:9][C:6]1[CH:7]=[CH:8][C:2]([CH3:1])=[C:3]([NH:4][C:10]([CH3:11])=[O:12])[CH:5]=1. The yield is 0.990.